This data is from Full USPTO retrosynthesis dataset with 1.9M reactions from patents (1976-2016). The task is: Predict the reactants needed to synthesize the given product. (1) Given the product [OH:20][C:13]1[NH:1][C:2]2[CH2:7][CH2:6][CH2:5][CH2:4][C:3]=2[C:8](=[O:10])[C:14]=1[C:15]([O:17][CH2:18][CH3:19])=[O:16], predict the reactants needed to synthesize it. The reactants are: [NH2:1][C:2]1[CH2:7][CH2:6][CH2:5][CH2:4][C:3]=1[C:8]([O:10]CC)=O.[C:13](OCC)(=[O:20])[CH2:14][C:15]([O:17][CH2:18][CH3:19])=[O:16].[O-]CC.[Na+].Cl. (2) Given the product [CH3:8][NH:9][CH:17]1[CH2:22][CH2:21][N:20]([C:23]2[C:24]3[CH:31]=[CH:30][NH:29][C:25]=3[N:26]=[CH:27][N:28]=2)[CH2:19][CH2:18]1, predict the reactants needed to synthesize it. The reactants are: FC(F)(F)C(O)=O.[CH3:8][N:9]([CH:17]1[CH2:22][CH2:21][N:20]([C:23]2[C:24]3[CH:31]=[CH:30][NH:29][C:25]=3[N:26]=[CH:27][N:28]=2)[CH2:19][CH2:18]1)C(=O)OC(C)(C)C. (3) Given the product [F:42][C:39]([F:40])([F:41])[C:31]1[CH:30]=[C:29]([CH:34]=[C:33]([C:35]([F:36])([F:37])[F:38])[CH:32]=1)[CH2:28][N:12]([CH2:11][C:10]1[CH:43]=[C:44]([C:47]([F:50])([F:49])[F:48])[CH:45]=[CH:46][C:9]=1[OH:8])[C:13]1[N:14]=[CH:15][C:16]([O:19][CH2:20][CH2:21][CH2:22][C:23]([O:25][CH2:26][CH3:27])=[O:24])=[CH:17][N:18]=1, predict the reactants needed to synthesize it. The reactants are: C([O:8][C:9]1[CH:46]=[CH:45][C:44]([C:47]([F:50])([F:49])[F:48])=[CH:43][C:10]=1[CH2:11][N:12]([CH2:28][C:29]1[CH:34]=[C:33]([C:35]([F:38])([F:37])[F:36])[CH:32]=[C:31]([C:39]([F:42])([F:41])[F:40])[CH:30]=1)[C:13]1[N:18]=[CH:17][C:16]([O:19][CH2:20][CH2:21][CH2:22][C:23]([O:25][CH2:26][CH3:27])=[O:24])=[CH:15][N:14]=1)C1C=CC=CC=1. (4) Given the product [C:1]([O:4][CH2:5][C:6]1[C:11]([N:12]2[CH2:24][CH2:23][N:15]3[C:16]4[CH2:17][CH2:18][CH2:19][CH2:20][C:21]=4[CH:22]=[C:14]3[C:13]2=[O:25])=[CH:10][C:9]([F:26])=[CH:8][C:7]=1[C:37]1[CH:38]=[C:39]([NH:45][C:46]2[CH:51]=[CH:50][C:49]([N:52]3[CH2:57][CH2:56][N:55]([CH:58]4[CH2:59][O:60][CH2:61]4)[CH2:54][CH2:53]3)=[CH:48][N:47]=2)[C:40](=[O:44])[N:41]([CH3:43])[N:42]=1)(=[O:3])[CH3:2], predict the reactants needed to synthesize it. The reactants are: [C:1]([O:4][CH2:5][C:6]1[C:11]([N:12]2[CH2:24][CH2:23][N:15]3[C:16]4[CH2:17][CH2:18][CH2:19][CH2:20][C:21]=4[CH:22]=[C:14]3[C:13]2=[O:25])=[CH:10][C:9]([F:26])=[CH:8][C:7]=1B1OC(C)(C)C(C)(C)O1)(=[O:3])[CH3:2].Cl[C:37]1[CH:38]=[C:39]([NH:45][C:46]2[CH:51]=[CH:50][C:49]([N:52]3[CH2:57][CH2:56][N:55]([CH:58]4[CH2:61][O:60][CH2:59]4)[CH2:54][CH2:53]3)=[CH:48][N:47]=2)[C:40](=[O:44])[N:41]([CH3:43])[N:42]=1.CC([O-])=O.[Na+].